Dataset: Peptide-MHC class I binding affinity with 185,985 pairs from IEDB/IMGT. Task: Regression. Given a peptide amino acid sequence and an MHC pseudo amino acid sequence, predict their binding affinity value. This is MHC class I binding data. (1) The peptide sequence is QVKELGIAI. The MHC is HLA-A02:01 with pseudo-sequence HLA-A02:01. The binding affinity (normalized) is 0.143. (2) The peptide sequence is FCSNHFTEL. The MHC is HLA-A69:01 with pseudo-sequence HLA-A69:01. The binding affinity (normalized) is 0.517. (3) The peptide sequence is SRAIWYMWL. The MHC is HLA-B27:05 with pseudo-sequence HLA-B27:05. The binding affinity (normalized) is 0.295. (4) The peptide sequence is KSAQFPFHF. The MHC is HLA-B15:17 with pseudo-sequence HLA-B15:17. The binding affinity (normalized) is 0.952. (5) The peptide sequence is FLRFGDFKL. The MHC is HLA-A02:06 with pseudo-sequence HLA-A02:06. The binding affinity (normalized) is 0.936. (6) The peptide sequence is REPAGLGSM. The MHC is HLA-B44:02 with pseudo-sequence HLA-B44:02. The binding affinity (normalized) is 0.0369. (7) The peptide sequence is VLRKRWTAK. The MHC is HLA-A03:01 with pseudo-sequence HLA-A03:01. The binding affinity (normalized) is 0.652. (8) The peptide sequence is SKFKNFRVYYR. The MHC is Mamu-B03 with pseudo-sequence Mamu-B03. The binding affinity (normalized) is 0. (9) The peptide sequence is LHSTYFPCF. The MHC is Mamu-B52 with pseudo-sequence Mamu-B52. The binding affinity (normalized) is 0.633. (10) The peptide sequence is TTPLISFFGL. The MHC is Mamu-A01 with pseudo-sequence Mamu-A01. The binding affinity (normalized) is 0.959.